From a dataset of Full USPTO retrosynthesis dataset with 1.9M reactions from patents (1976-2016). Predict the reactants needed to synthesize the given product. (1) Given the product [I-:20].[CH3:19][N+:1]1[C:14]2[C:13]3[C:8](=[CH:9][CH:10]=[CH:11][N:12]=3)[C:7]3[CH:15]=[CH:16][CH:17]=[CH:18][C:6]=3[C:5]=2[CH:4]=[CH:3][CH:2]=1, predict the reactants needed to synthesize it. The reactants are: [N:1]1[C:14]2[C:13]3[C:8](=[CH:9][CH:10]=[CH:11][N:12]=3)[C:7]3[CH:15]=[CH:16][CH:17]=[CH:18][C:6]=3[C:5]=2[CH:4]=[CH:3][CH:2]=1.[CH3:19][I:20]. (2) Given the product [CH3:27][O:28][C:29]1[CH:30]=[C:31]([NH:32][C:2]2[N:7]=[C:6]([O:8][C:9]3[C:18]4[C:13](=[CH:14][CH:15]=[CH:16][CH:17]=4)[C:12]([NH:19][C:20](=[O:26])[O:21][C:22]([CH3:25])([CH3:24])[CH3:23])=[CH:11][CH:10]=3)[CH:5]=[CH:4][N:3]=2)[CH:33]=[C:34]([O:36][CH2:37][CH2:38][O:39][CH2:40][CH2:41][O:42][CH2:43][CH2:44][O:45][CH3:46])[CH:35]=1, predict the reactants needed to synthesize it. The reactants are: Cl[C:2]1[N:7]=[C:6]([O:8][C:9]2[C:18]3[C:13](=[CH:14][CH:15]=[CH:16][CH:17]=3)[C:12]([NH:19][C:20](=[O:26])[O:21][C:22]([CH3:25])([CH3:24])[CH3:23])=[CH:11][CH:10]=2)[CH:5]=[CH:4][N:3]=1.[CH3:27][O:28][C:29]1[CH:30]=[C:31]([CH:33]=[C:34]([O:36][CH2:37][CH2:38][O:39][CH2:40][CH2:41][O:42][CH2:43][CH2:44][O:45][CH3:46])[CH:35]=1)[NH2:32].C([O-])(O)=O.[Na+]. (3) Given the product [CH3:34][N:27]([C:28]1[CH:33]=[CH:32][N:31]=[CH:30][CH:29]=1)[C:25](=[O:26])[C:24]1[CH:35]=[CH:36][CH:37]=[C:22]([NH:21][C:2]2[CH:20]=[CH:19][CH:18]=[C:4]([C:5](=[O:6])[NH:7][CH2:8][CH2:9][CH2:10][N:11]3[CH2:16][CH2:15][N:14]([CH3:17])[CH2:13][CH2:12]3)[CH:3]=2)[CH:23]=1, predict the reactants needed to synthesize it. The reactants are: Br[C:2]1[CH:3]=[C:4]([CH:18]=[CH:19][CH:20]=1)[C:5]([NH:7][CH2:8][CH2:9][CH2:10][N:11]1[CH2:16][CH2:15][N:14]([CH3:17])[CH2:13][CH2:12]1)=[O:6].[NH2:21][C:22]1[CH:23]=[C:24]([CH:35]=[CH:36][CH:37]=1)[C:25]([N:27]([CH3:34])[C:28]1[CH:33]=[CH:32][N:31]=[CH:30][CH:29]=1)=[O:26].CC(C1C=C(C(C)C)C(C2C=CC=CC=2P(C2CCCCC2)C2CCCCC2)=C(C(C)C)C=1)C.C([O-])([O-])=O.[K+].[K+].